Dataset: Forward reaction prediction with 1.9M reactions from USPTO patents (1976-2016). Task: Predict the product of the given reaction. Given the reactants C[O:2][C:3]([C@@H:5]1[CH2:9][C@@H:8]([S:10][C:11]([C:24]2[CH:29]=[CH:28][CH:27]=[CH:26][CH:25]=2)([C:18]2[CH:23]=[CH:22][CH:21]=[CH:20][CH:19]=2)[C:12]2[CH:17]=[CH:16][CH:15]=[CH:14][CH:13]=2)[CH2:7][N:6]1[C:30]([O:32][C:33]([CH3:36])([CH3:35])[CH3:34])=[O:31])=O.O.C(O)(=O)CC(CC(O)=O)(C(O)=O)O, predict the reaction product. The product is: [C:33]([O:32][C:30]([N:6]1[CH2:7][C@H:8]([S:10][C:11]([C:18]2[CH:19]=[CH:20][CH:21]=[CH:22][CH:23]=2)([C:12]2[CH:17]=[CH:16][CH:15]=[CH:14][CH:13]=2)[C:24]2[CH:29]=[CH:28][CH:27]=[CH:26][CH:25]=2)[CH2:9][C@H:5]1[CH2:3][OH:2])=[O:31])([CH3:36])([CH3:35])[CH3:34].